From a dataset of Full USPTO retrosynthesis dataset with 1.9M reactions from patents (1976-2016). Predict the reactants needed to synthesize the given product. (1) Given the product [CH2:16]([S:23][C:2]1[N:6]([CH3:7])[N:5]=[CH:4][C:3]=1[C:8]1[N:9]=[N:10][N:11]([CH3:13])[N:12]=1)[C:17]1[CH:22]=[CH:21][CH:20]=[CH:19][CH:18]=1, predict the reactants needed to synthesize it. The reactants are: Br[C:2]1[N:6]([CH3:7])[N:5]=[CH:4][C:3]=1[C:8]1[N:9]=[N:10][N:11]([CH3:13])[N:12]=1.[H-].[Na+].[CH2:16]([SH:23])[C:17]1[CH:22]=[CH:21][CH:20]=[CH:19][CH:18]=1.CN(C=O)C. (2) Given the product [OH:6][C:4]([C:7]1[CH:12]=[CH:11][C:10]([NH:13][C:14](=[O:16])[CH3:15])=[CH:9][C:8]=1[O:17][CH3:18])([CH3:1])[CH3:5], predict the reactants needed to synthesize it. The reactants are: [CH3:1][Mg]Cl.[C:4]([C:7]1[CH:12]=[CH:11][C:10]([NH:13][C:14](=[O:16])[CH3:15])=[CH:9][C:8]=1[O:17][CH3:18])(=[O:6])[CH3:5]. (3) Given the product [NH2:13][C:9]1[C:8]([N+:14]([O-:16])=[O:15])=[C:7]([O:6][C:5]2[CH:17]=[CH:18][C:2]([NH:1][C:28]([NH:27][C:24]3[CH:25]=[CH:26][C:21]([Cl:20])=[C:22]([C:30]([F:32])([F:31])[F:33])[CH:23]=3)=[O:29])=[CH:3][C:4]=2[Cl:19])[CH:12]=[CH:11][N:10]=1, predict the reactants needed to synthesize it. The reactants are: [NH2:1][C:2]1[CH:18]=[CH:17][C:5]([O:6][C:7]2[CH:12]=[CH:11][N:10]=[C:9]([NH2:13])[C:8]=2[N+:14]([O-:16])=[O:15])=[C:4]([Cl:19])[CH:3]=1.[Cl:20][C:21]1[CH:26]=[CH:25][C:24]([N:27]=[C:28]=[O:29])=[CH:23][C:22]=1[C:30]([F:33])([F:32])[F:31]. (4) Given the product [CH3:24][C:23]1[CH:22]=[C:21]([CH3:25])[NH:20][C:19](=[O:26])[C:18]=1[CH2:17][NH:16][C:14]([C:4]1[C:5]2[CH:10]=[N:9][N:8]([CH:11]([CH3:13])[CH3:12])[C:6]=2[N:7]=[C:2]([N:30]2[CH2:35][CH2:34][NH:33][CH2:32][CH2:31]2)[CH:3]=1)=[O:15], predict the reactants needed to synthesize it. The reactants are: Cl[C:2]1[CH:3]=[C:4]([C:14]([NH:16][CH2:17][C:18]2[C:19](=[O:26])[NH:20][C:21]([CH3:25])=[CH:22][C:23]=2[CH3:24])=[O:15])[C:5]2[CH:10]=[N:9][N:8]([CH:11]([CH3:13])[CH3:12])[C:6]=2[N:7]=1.C(O)C.[N:30]1(C(OC(C)(C)C)=O)[CH2:35][CH2:34][NH:33][CH2:32][CH2:31]1.N.